This data is from Forward reaction prediction with 1.9M reactions from USPTO patents (1976-2016). The task is: Predict the product of the given reaction. (1) Given the reactants F[C:2](F)(F)C(O)=O.C(OC(=O)[NH:14][C@@H:15]([CH2:29][N:30]1[CH2:35][C:34](=[O:36])[N:33]([C:37]2[CH:42]=[CH:41][CH:40]=[CH:39][C:38]=2[Cl:43])[CH2:32][C:31]1([CH3:45])[CH3:44])[C@@H:16]([OH:28])[CH2:17][C@H:18]([C:21](=[O:27])[NH:22][CH2:23]C(C)C)[CH2:19][CH3:20])(C)(C)C.[C:47]([OH:54])(=[O:53])/[CH:48]=[CH:49]/[C:50]([OH:52])=[O:51].[CH2:55]([NH:59][C:60](=[O:86])[C@H:61]([CH2:84][CH3:85])[CH2:62][C@H:63]([OH:83])[C@@H:64]([NH2:82])[CH2:65][N:66]1[CH2:71][C:70](=[O:72])[N:69]([C:73]2[CH:78]=[CH:77][CH:76]=[CH:75][C:74]=2[Cl:79])[CH2:68][C:67]1([CH3:81])[CH3:80])[CH:56]([CH3:58])[CH3:57], predict the reaction product. The product is: [C:47]([OH:54])(=[O:53])/[CH:48]=[CH:49]/[C:50]([OH:52])=[O:51].[CH3:55][C:56]([CH3:58])([CH3:57])[CH2:23][NH:22][C:21](=[O:27])[C@H:18]([CH2:19][CH3:20])[CH2:17][C@H:16]([OH:28])[C@@H:15]([NH2:14])[CH2:29][N:30]1[CH2:35][C:34](=[O:36])[N:33]([C:37]2[CH:42]=[CH:41][CH:40]=[CH:39][C:38]=2[Cl:43])[CH2:32][C:31]1([CH3:44])[CH3:45].[NH2:82][C@@H:64]([CH2:65][N:66]1[CH2:71][C:70](=[O:72])[N:69]([C:73]2[CH:78]=[CH:77][CH:76]=[CH:75][C:74]=2[Cl:79])[CH2:68][C:67]1([CH3:80])[CH3:81])[C@@H:63]([OH:83])[CH2:62][C@@H:61]([CH2:84][CH3:85])[C:60]([NH:59][CH2:55][C:56]([CH3:2])([CH3:58])[CH3:57])=[O:86]. (2) Given the reactants [CH2:1]([CH:3]([CH2:11][CH2:12][C@H:13]1[CH2:18][CH2:17][CH2:16][C@@H:15]([OH:19])[CH2:14]1)[C:4]([O:6][C:7]([CH3:10])([CH3:9])[CH3:8])=[O:5])[CH3:2].[H-].[Na+].[CH2:22](Br)[CH:23]=[CH2:24].C(OC)(C)(C)C, predict the reaction product. The product is: [CH2:24]([O:19][C@@H:15]1[CH2:16][CH2:17][CH2:18][C@H:13]([CH2:12][CH2:11][CH:3]([CH2:1][CH3:2])[C:4]([O:6][C:7]([CH3:10])([CH3:8])[CH3:9])=[O:5])[CH2:14]1)[CH:23]=[CH2:22]. (3) Given the reactants [NH2:1][CH2:2][C@H:3]1[CH2:8][CH2:7][C@H:6]([NH:9][C:10]2[CH:15]=[C:14]([C:16]3[CH:21]=[CH:20][CH:19]=[C:18]([NH:22][CH2:23][C:24]4([C:30]#[N:31])[CH2:29][CH2:28][O:27][CH2:26][CH2:25]4)[N:17]=3)[C:13]([Cl:32])=[CH:12][N:11]=2)[CH2:5][CH2:4]1.CCN(C(C)C)C(C)C.Br[C:43]([CH3:50])([CH3:49])[C:44]([O:46][CH2:47][CH3:48])=[O:45], predict the reaction product. The product is: [Cl:32][C:13]1[C:14]([C:16]2[CH:21]=[CH:20][CH:19]=[C:18]([NH:22][CH2:23][C:24]3([C:30]#[N:31])[CH2:25][CH2:26][O:27][CH2:28][CH2:29]3)[N:17]=2)=[CH:15][C:10]([NH:9][C@H:6]2[CH2:7][CH2:8][C@H:3]([CH2:2][NH:1][C:43]([CH3:50])([CH3:49])[C:44]([O:46][CH2:47][CH3:48])=[O:45])[CH2:4][CH2:5]2)=[N:11][CH:12]=1. (4) Given the reactants [CH3:1][C:2]([O:5][C:6]([NH:8][C@H:9]1[CH2:13][CH2:12][N:11]([C:14]2[C:19]([C:20]([O:22][CH:23]([CH3:25])[CH3:24])=[O:21])=[CH:18][CH:17]=[CH:16][N:15]=2)[CH2:10]1)=[O:7])([CH3:4])[CH3:3].[H-].[Na+].[CH3:28][CH2:29]I.O, predict the reaction product. The product is: [CH3:4][C:2]([O:5][C:6]([N:8]([CH2:28][CH3:29])[C@H:9]1[CH2:13][CH2:12][N:11]([C:14]2[C:19]([C:20]([O:22][CH:23]([CH3:25])[CH3:24])=[O:21])=[CH:18][CH:17]=[CH:16][N:15]=2)[CH2:10]1)=[O:7])([CH3:1])[CH3:3]. (5) Given the reactants [CH2:1]([O:10][C:11]1[CH:12]=[C:13]([CH:16]=[CH:17][N:18]=1)[C:14]#[N:15])[CH2:2][CH2:3][CH2:4][CH2:5][CH2:6][CH2:7][CH2:8][CH3:9].C[O-:20].[Na+].[OH-].[Li+], predict the reaction product. The product is: [CH2:1]([O:10][C:11]1[CH:12]=[C:13]([CH:16]=[CH:17][N:18]=1)[C:14]([NH2:15])=[O:20])[CH2:2][CH2:3][CH2:4][CH2:5][CH2:6][CH2:7][CH2:8][CH3:9]. (6) Given the reactants [F:1][C:2]1[C:7]([F:8])=[C:6]([F:9])[C:5]([F:10])=[C:4]([F:11])[C:3]=1[C:12](=[O:15])[CH2:13]Br.[S-:16][C:17]#[N:18].[NH4+].C(=O)(O)[O-].[Na+], predict the reaction product. The product is: [F:1][C:2]1[C:7]([F:8])=[C:6]([F:9])[C:5]([F:10])=[C:4]([F:11])[C:3]=1[C:12](=[O:15])[CH2:13][S:16][C:17]#[N:18]. (7) Given the reactants CS(O[CH2:6][C@H:7]1[CH2:18][CH2:17][C:16]2[S:15][C:14]3[C:9](=[C:10]([O:19][CH:20]4[CH2:25][CH2:24][CH:23]([N:26]5[CH2:32][C:28]6([CH2:31][O:30][CH2:29]6)[CH2:27]5)[CH2:22][CH2:21]4)[N:11]=[CH:12][N:13]=3)[C:8]1=2)(=O)=O.[C-:33]#[N:34].[Na+], predict the reaction product. The product is: [CH2:31]1[C:28]2([CH2:27][N:26]([CH:23]3[CH2:24][CH2:25][CH:20]([O:19][C:10]4[N:11]=[CH:12][N:13]=[C:14]5[C:9]=4[C:8]4[C@@H:7]([CH2:6][C:33]#[N:34])[CH2:18][CH2:17][C:16]=4[S:15]5)[CH2:21][CH2:22]3)[CH2:32]2)[CH2:29][O:30]1. (8) Given the reactants Cl.[NH2:2][CH2:3][CH2:4][O:5][C:6]1[CH:14]=[CH:13][C:9]([C:10]([OH:12])=[O:11])=[C:8]([OH:15])[CH:7]=1.[C:16](=[O:19])([O-])[O-:17].[Na+].[Na+].C1C(=O)N(OC(O[CH2:33][CH:34]2[C:46]3[C:41](=[CH:42][CH:43]=[CH:44]C=3)[C:40]3[C:35]2=[CH:36][CH:37]=C[CH:39]=3)=O)C(=O)C1.[CH3:47][C:48](C)=O.O, predict the reaction product. The product is: [CH:33]1[C:34]2[CH2:46][C:41]3[C:40](=[CH:39][CH:44]=[CH:43][CH:42]=3)[C:35]=2[CH:36]=[CH:37][C:47]=1[CH2:48][O:17][C:16]([NH:2][CH2:3][CH2:4][O:5][C:6]1[CH:14]=[CH:13][C:9]([C:10]([OH:12])=[O:11])=[C:8]([OH:15])[CH:7]=1)=[O:19]. (9) Given the reactants [Cl:1][C:2]1[CH:7]=[CH:6][C:5]([O:8][CH3:9])=[CH:4][C:3]=1[NH:10][C:11](=O)[CH2:12][F:13].[BH4-].[Na+].II, predict the reaction product. The product is: [Cl:1][C:2]1[CH:7]=[CH:6][C:5]([O:8][CH3:9])=[CH:4][C:3]=1[NH:10][CH2:11][CH2:12][F:13]. (10) Given the reactants C[Si](C)(C)N[Si](C)(C)C.[Li].[CH2:11]([NH:18][C:19]([C:21]1[S:29][C:28]2[N:23]([C:24](=[O:40])[N:25]([CH2:31][C:32]3[CH:37]=[CH:36][C:35]([Cl:38])=[C:34]([Cl:39])[CH:33]=3)[C:26](=[O:30])[CH:27]=2)[CH:22]=1)=[O:20])[C:12]1[CH:17]=[CH:16][CH:15]=[CH:14][CH:13]=1.N(CC1C=CC(OC)=CC=1)=[C:42]=[O:43].[Cl-].[NH4+], predict the reaction product. The product is: [CH3:42][O:43][C:15]1[CH:16]=[CH:17][C:12]([CH2:11][NH:18][C:19]([C:21]2[S:29][C:28]3[N:23]([C:24](=[O:40])[N:25]([CH2:31][C:32]4[CH:37]=[CH:36][C:35]([Cl:38])=[C:34]([Cl:39])[CH:33]=4)[C:26](=[O:30])[CH:27]=3)[CH:22]=2)=[O:20])=[CH:13][CH:14]=1.